Dataset: Reaction yield outcomes from USPTO patents with 853,638 reactions. Task: Predict the reaction yield, written as a fraction of the theoretical maximum amount of product (1.0 means a 100% yield; for example, 0.34 means a 34% yield). (1) The reactants are Br[C:2]1[CH:23]=[CH:22][C:5]([C:6]([NH:8][S:9]([C:12]2[CH:17]=[CH:16][CH:15]=[CH:14][C:13]=2[S:18](=[O:21])(=[O:20])[NH2:19])(=[O:11])=[O:10])=[O:7])=[C:4]([F:24])[C:3]=1[O:25][CH3:26].[CH3:27][C:28]([CH3:32])([CH3:31])[C:29]#[CH:30]. No catalyst specified. The product is [CH3:27][C:28]([CH3:32])([CH3:31])[C:29]#[C:30][C:2]1[CH:23]=[CH:22][C:5]([C:6]([NH:8][S:9]([C:12]2[CH:17]=[CH:16][CH:15]=[CH:14][C:13]=2[S:18](=[O:21])(=[O:20])[NH2:19])(=[O:11])=[O:10])=[O:7])=[C:4]([F:24])[C:3]=1[O:25][CH3:26]. The yield is 0.0800. (2) The reactants are C(P(C(C)(C)C)C1C=CC=CC=1C1C=CC=CC=1)(C)(C)C.[C:22]([O:26][C:27]([N:29]1[CH2:47][CH2:46][N:32]2[C:33](=[O:45])[C:34]3[C:39]([C@@H:31]2[CH2:30]1)=[CH:38][C:37](Br)=[CH:36][C:35]=3[C:41]([F:44])([F:43])[F:42])=[O:28])([CH3:25])([CH3:24])[CH3:23].C(=[NH:61])(C1C=CC=CC=1)C1C=CC=CC=1.CC(C)([O-])C.[Na+].C([O-])(=O)C.[Na+].Cl.NO. The catalyst is C1(C)C=CC=CC=1.C1C=CC(/C=C/C(/C=C/C2C=CC=CC=2)=O)=CC=1.C1C=CC(/C=C/C(/C=C/C2C=CC=CC=2)=O)=CC=1.C1C=CC(/C=C/C(/C=C/C2C=CC=CC=2)=O)=CC=1.[Pd].[Pd]. The product is [C:22]([O:26][C:27]([N:29]1[CH2:47][CH2:46][N:32]2[C:33](=[O:45])[C:34]3[C:39]([C@@H:31]2[CH2:30]1)=[CH:38][C:37]([NH2:61])=[CH:36][C:35]=3[C:41]([F:44])([F:43])[F:42])=[O:28])([CH3:25])([CH3:24])[CH3:23]. The yield is 0.500. (3) The reactants are [O:1]1[C:5]2[CH:6]=[CH:7][C:8]([C:10]3[O:11][C:12]4[C:13](=[C:15]([C:19]([OH:21])=O)[CH:16]=[CH:17][CH:18]=4)[N:14]=3)=[CH:9][C:4]=2[O:3][CH2:2]1.Cl.Cl.[NH2:24][C@H:25]1[CH:30]2[CH2:31][CH2:32][N:27]([CH2:28][CH2:29]2)[CH2:26]1.Cl.C(N=C=NCCCN(C)C)C.ON1C2C=CC=CC=2N=N1.CCN(C(C)C)C(C)C. The catalyst is CN(C=O)C.C(OCC)(=O)C. The product is [N:27]12[CH2:32][CH2:31][CH:30]([CH2:29][CH2:28]1)[C@H:25]([NH:24][C:19]([C:15]1[CH:16]=[CH:17][CH:18]=[C:12]3[O:11][C:10]([C:8]4[CH:7]=[CH:6][C:5]5[O:1][CH2:2][O:3][C:4]=5[CH:9]=4)=[N:14][C:13]=13)=[O:21])[CH2:26]2. The yield is 0.420.